This data is from Full USPTO retrosynthesis dataset with 1.9M reactions from patents (1976-2016). The task is: Predict the reactants needed to synthesize the given product. (1) Given the product [NH2:26][C:23]1[N:24]=[CH:25][C:20]([C:17]2[S:16][C:15]3[C:14](=[O:28])[C:13]4[C:9]([C:6]5[CH:7]=[CH:8][C:3]([O:2][CH3:1])=[CH:4][CH:5]=5)=[N:10][NH:11][C:12]=4[C:19]=3[CH:18]=2)=[CH:21][CH:22]=1, predict the reactants needed to synthesize it. The reactants are: [CH3:1][O:2][C:3]1[CH:8]=[CH:7][C:6]([C:9]2[C:13]3[CH2:14][C:15]4[S:16][C:17]([C:20]5[CH:21]=[CH:22][C:23]([NH2:26])=[N:24][CH:25]=5)=[CH:18][C:19]=4[C:12]=3[NH:11][N:10]=2)=[CH:5][CH:4]=1.C([O-])([O-])=[O:28].[Cs+].[Cs+]. (2) The reactants are: CCN=C=NCCCN(C)C.[NH2:12][C:13]1[S:17][C:16]2[CH2:18][CH2:19][CH2:20][C:15]=2[C:14]=1[C:21]#[N:22].[C:23]1([CH:29]([CH2:33][C:34]2[CH:39]=[CH:38][CH:37]=[CH:36]C=2)[C:30]([OH:32])=O)[CH:28]=[CH:27][CH:26]=[CH:25][CH:24]=1. Given the product [C:21]([C:14]1[C:15]2[CH2:20][CH2:19][CH2:18][C:16]=2[S:17][C:13]=1[NH:12][C:30](=[O:32])[CH:29]([C:23]1[CH:24]=[CH:25][CH:26]=[CH:27][CH:28]=1)[C:33]1[CH:34]=[CH:39][CH:38]=[CH:37][CH:36]=1)#[N:22], predict the reactants needed to synthesize it. (3) The reactants are: [N:1]1([C:6]2[CH:39]=[CH:38][C:9]([CH2:10][C:11]3[C:12](Cl)=[N:13][C:14]4[C:19]([C:20]=3[Cl:21])=[CH:18][C:17]([C:22]([C:30]3[CH:35]=[CH:34][C:33]([Cl:36])=[CH:32][CH:31]=3)([C:24]3[N:28]([CH3:29])[CH:27]=[N:26][CH:25]=3)[OH:23])=[CH:16][CH:15]=4)=[CH:8][CH:7]=2)[CH:5]=[CH:4][CH:3]=[N:2]1.[CH3:40][O:41][CH2:42][CH2:43][OH:44].C1(C)C=CC=CC=1.[H-].[Na+]. Given the product [Cl:21][C:20]1[C:19]2[C:14](=[CH:15][CH:16]=[C:17]([C:22]([C:30]3[CH:31]=[CH:32][C:33]([Cl:36])=[CH:34][CH:35]=3)([C:24]3[N:28]([CH3:29])[CH:27]=[N:26][CH:25]=3)[OH:23])[CH:18]=2)[N:13]=[C:12]([O:44][CH2:43][CH2:42][O:41][CH3:40])[C:11]=1[CH2:10][C:9]1[CH:38]=[CH:39][C:6]([N:1]2[CH:5]=[CH:4][CH:3]=[N:2]2)=[CH:7][CH:8]=1, predict the reactants needed to synthesize it. (4) Given the product [F:8][C:7]1[C:2]([N:24]2[CH:25]=[CH:26][C:22]([C:21]([F:28])([F:27])[F:20])=[N:23]2)=[N:3][C:4]([O:10][C:11]2[CH:15]=[C:14]([C:16]([F:19])([F:18])[F:17])[S:13][CH:12]=2)=[C:5]([F:9])[CH:6]=1, predict the reactants needed to synthesize it. The reactants are: F[C:2]1[C:7]([F:8])=[CH:6][C:5]([F:9])=[C:4]([O:10][C:11]2[CH:15]=[C:14]([C:16]([F:19])([F:18])[F:17])[S:13][CH:12]=2)[N:3]=1.[F:20][C:21]([F:28])([F:27])[C:22]1[CH:26]=[CH:25][NH:24][N:23]=1.C(=O)([O-])[O-].[K+].[K+]. (5) Given the product [CH2:33]([NH:41][CH2:42][C@@H:43]([C@H:45]([C@@H:47]([C@@H:49]([CH2:51][OH:52])[OH:50])[OH:48])[OH:46])[OH:44])[CH2:34][CH2:35][CH2:36][CH2:37][CH2:38][CH2:39][CH3:40].[CH3:1][N:2]1[C:10]2[C:9](=[O:11])[N:8]([CH2:12][CH2:13][O:14][C:15]3[CH:20]=[CH:19][C:18]([CH2:21][CH:22]([O:26][CH2:27][CH3:28])[C:23]([OH:25])=[O:24])=[CH:17][CH:16]=3)[C:7]([CH3:29])=[N:6][C:5]=2[C:4]([CH2:30][CH2:31][CH3:32])=[N:3]1.[CH3:1][N:2]1[C:10]2[C:9](=[O:11])[N:8]([CH2:12][CH2:13][O:14][C:15]3[CH:20]=[CH:19][C:18]([CH2:21][CH:22]([O:26][CH2:27][CH3:28])[C:23]([OH:25])=[O:24])=[CH:17][CH:16]=3)[C:7]([CH3:29])=[N:6][C:5]=2[C:4]([CH2:30][CH2:31][CH3:32])=[N:3]1, predict the reactants needed to synthesize it. The reactants are: [CH3:1][N:2]1[C:10]2[C:9](=[O:11])[N:8]([CH2:12][CH2:13][O:14][C:15]3[CH:20]=[CH:19][C:18]([CH2:21][CH:22]([O:26][CH2:27][CH3:28])[C:23]([OH:25])=[O:24])=[CH:17][CH:16]=3)[C:7]([CH3:29])=[N:6][C:5]=2[C:4]([CH2:30][CH2:31][CH3:32])=[N:3]1.[CH2:33]([NH:41][CH2:42][C@@H:43]([C@H:45]([C@@H:47]([C@@H:49]([CH2:51][OH:52])[OH:50])[OH:48])[OH:46])[OH:44])[CH2:34][CH2:35][CH2:36][CH2:37][CH2:38][CH2:39][CH3:40]. (6) Given the product [C:26]([C@@H:18]([NH:17][C:2]1[C:11]([C:12]([OH:14])=[O:13])=[CH:10][C:9]2[C:4](=[C:5]([Cl:16])[CH:6]=[C:7]([Cl:15])[CH:8]=2)[N:3]=1)[CH2:19][C:20]1[CH:25]=[CH:24][CH:23]=[CH:22][CH:21]=1)([OH:28])=[O:27], predict the reactants needed to synthesize it. The reactants are: Cl[C:2]1[C:11]([C:12]([OH:14])=[O:13])=[CH:10][C:9]2[C:4](=[C:5]([Cl:16])[CH:6]=[C:7]([Cl:15])[CH:8]=2)[N:3]=1.[NH2:17][C@H:18]([C:26]([OH:28])=[O:27])[CH2:19][C:20]1[CH:25]=[CH:24][CH:23]=[CH:22][CH:21]=1. (7) Given the product [CH3:1][C:2]1[C:6]([C:7]([NH:9][N:10]2[CH2:11][CH2:12][CH2:13][CH2:14][CH2:15]2)=[O:8])=[N:5][N:4]([C:16]2[CH:17]=[CH:18][C:19]([Cl:23])=[CH:20][C:21]=2[Cl:22])[C:3]=1[C:24]1[CH:25]=[CH:26][C:27]([Cl:30])=[CH:28][CH:29]=1.[ClH:33], predict the reactants needed to synthesize it. The reactants are: [CH3:1][C:2]1[C:6]([C:7]([NH:9][N:10]2[CH2:15][CH2:14][CH2:13][CH2:12][CH2:11]2)=[O:8])=[N:5][N:4]([C:16]2[CH:17]=[CH:18][C:19]([Cl:23])=[CH:20][C:21]=2[Cl:22])[C:3]=1[C:24]1[CH:25]=[CH:26][C:27]([Cl:30])=[CH:28][CH:29]=1.C[Si](C)(C)[Cl:33].Cl[SiH3]. (8) Given the product [NH:6]1[C:7]2=[CH:8][CH:9]=[CH:5][C:4]3=[C:3]2[N:2]([CH2:10][CH2:11][C:12](=[N:16][OH:17])[C:13]3=[O:23])[C:1]1=[O:15], predict the reactants needed to synthesize it. The reactants are: [C:1]1(=[O:15])[N:6]2[CH2:7][CH2:8][C:9]3[CH2:10][C:11](=O)[CH:12]=[CH:13][C:4]([C:5]=32)=[CH:3][NH:2]1.[N:16]([O-])=[O:17].[Na+].CN(C)C=[O:23].Cl.CC(C)=O.